From a dataset of Full USPTO retrosynthesis dataset with 1.9M reactions from patents (1976-2016). Predict the reactants needed to synthesize the given product. (1) Given the product [Cl:8][C:5]1[CH:6]=[CH:7][C:2]([CH:38]2[CH2:39][CH2:34]2)=[CH:3][C:4]=1[O:9][CH3:10], predict the reactants needed to synthesize it. The reactants are: Br[C:2]1[CH:7]=[CH:6][C:5]([Cl:8])=[C:4]([O:9][CH3:10])[CH:3]=1.C1(P([C:34]2[CH:39]=[CH:38]C=CC=2)CCCP(C2C=CC=CC=2)C2C=CC=CC=2)C=CC=CC=1.C1([Mg]Br)CC1.Cl. (2) Given the product [CH3:1][O:2][C:3]1([CH3:13])[CH2:12][CH2:11][C:6](=[O:7])[CH2:5][CH2:4]1, predict the reactants needed to synthesize it. The reactants are: [CH3:1][O:2][C:3]1([CH3:13])[CH2:12][CH2:11][C:6]2(OCC[O:7]2)[CH2:5][CH2:4]1.[OH-].[Na+]. (3) Given the product [OH:23][CH2:22][CH2:21][CH2:20][CH2:19][CH2:18][C:7]1[C:6]2[CH:24]=[CH:25][C:3]([OH:2])=[CH:4][C:5]=2[CH2:11][CH2:10][CH2:9][C:8]=1[C:12]1[CH:13]=[CH:14][CH:15]=[CH:16][CH:17]=1, predict the reactants needed to synthesize it. The reactants are: C[O:2][C:3]1[CH:25]=[CH:24][C:6]2[C:7]([CH2:18][CH2:19][CH2:20][CH2:21][CH2:22][OH:23])=[C:8]([C:12]3[CH:17]=[CH:16][CH:15]=[CH:14][CH:13]=3)[CH2:9][CH2:10][CH2:11][C:5]=2[CH:4]=1.C[S-].[Na+]. (4) Given the product [C:1]1([S:7]([N:10]2[C:14]3=[N:15][CH:16]=[C:17]([F:19])[CH:18]=[C:13]3[CH:12]=[C:11]2[C:20](=[O:25])[CH2:21][CH:22]([CH3:23])[CH3:24])(=[O:9])=[O:8])[CH:2]=[CH:3][CH:4]=[CH:5][CH:6]=1, predict the reactants needed to synthesize it. The reactants are: [C:1]1([S:7]([N:10]2[C:14]3=[N:15][CH:16]=[C:17]([F:19])[CH:18]=[C:13]3[CH:12]=[C:11]2[CH:20]([OH:25])[CH2:21][CH:22]([CH3:24])[CH3:23])(=[O:9])=[O:8])[CH:6]=[CH:5][CH:4]=[CH:3][CH:2]=1.CC(OI1(OC(C)=O)(OC(C)=O)OC(=O)C2C=CC=CC1=2)=O. (5) Given the product [F:21][C:2]([F:1])([F:20])[C:3]1[C:4]([C:9]2[N:14]=[C:13]3[N:15]=[CH:16][CH:17]=[C:18]([NH:19][C:31]4[CH:32]=[CH:33][C:34]([C:35]([F:38])([F:37])[F:36])=[CH:29][N:30]=4)[C:12]3=[N:11][CH:10]=2)=[N:5][CH:6]=[CH:7][CH:8]=1, predict the reactants needed to synthesize it. The reactants are: [F:1][C:2]([F:21])([F:20])[C:3]1[C:4]([C:9]2[N:14]=[C:13]3[N:15]=[CH:16][CH:17]=[C:18]([NH2:19])[C:12]3=[N:11][CH:10]=2)=[N:5][CH:6]=[CH:7][CH:8]=1.C(=O)([O-])[O-].[Cs+].[Cs+].N[C:29]1[C:34]([C:35]([F:38])([F:37])[F:36])=[CH:33][CH:32]=[CH:31][N:30]=1.CC1(C)C2C(=C(P(C3C=CC=CC=3)C3C=CC=CC=3)C=CC=2)OC2C(P(C3C=CC=CC=3)C3C=CC=CC=3)=CC=CC1=2. (6) Given the product [N+:9]([CH:12]([CH3:13])[CH:7]([C:4]1[CH:5]=[CH:6][N:1]=[CH:2][CH:3]=1)[OH:8])([O-:11])=[O:10], predict the reactants needed to synthesize it. The reactants are: [N:1]1[CH:6]=[CH:5][C:4]([CH:7]=[O:8])=[CH:3][CH:2]=1.[N+:9]([CH2:12][CH3:13])([O-:11])=[O:10].[OH-].[Na+]. (7) Given the product [Cl:1][C:2]1[CH:3]=[C:4]([C:12]2[O:16][N:15]=[C:14]([C:17]3[CH:18]=[CH:19][C:20]([CH2:27][CH2:28][C:29]([OH:31])=[O:30])=[C:21]4[C:25]=3[N:24]([CH3:26])[CH:23]=[CH:22]4)[N:13]=2)[CH:5]=[N:6][C:7]=1[O:8][CH:9]([CH3:11])[CH3:10], predict the reactants needed to synthesize it. The reactants are: [Cl:1][C:2]1[CH:3]=[C:4]([C:12]2[O:16][N:15]=[C:14]([C:17]3[CH:18]=[CH:19][C:20]([CH2:27][CH2:28][C:29]([O:31]CC)=[O:30])=[C:21]4[C:25]=3[N:24]([CH3:26])[CH:23]=[CH:22]4)[N:13]=2)[CH:5]=[N:6][C:7]=1[O:8][CH:9]([CH3:11])[CH3:10].[OH-].[Na+]. (8) Given the product [CH2:5]([N:12]([CH2:32][C:31]1[CH:34]=[CH:35][C:28]([N+:25]([O-:27])=[O:26])=[CH:29][CH:30]=1)[C:13]1[C:14]([CH3:24])=[C:15]([NH:19][S:20]([CH3:23])(=[O:22])=[O:21])[CH:16]=[CH:17][CH:18]=1)[C:6]1[CH:7]=[CH:8][CH:9]=[CH:10][CH:11]=1, predict the reactants needed to synthesize it. The reactants are: C(O)(=O)C.[CH2:5]([NH:12][C:13]1[C:14]([CH3:24])=[C:15]([NH:19][S:20]([CH3:23])(=[O:22])=[O:21])[CH:16]=[CH:17][CH:18]=1)[C:6]1[CH:11]=[CH:10][CH:9]=[CH:8][CH:7]=1.[N+:25]([C:28]1[CH:35]=[CH:34][C:31]([CH:32]=O)=[CH:30][CH:29]=1)([O-:27])=[O:26].C(O[BH-](OC(=O)C)OC(=O)C)(=O)C.[Na+].C([O-])(O)=O.[Na+].